From a dataset of Full USPTO retrosynthesis dataset with 1.9M reactions from patents (1976-2016). Predict the reactants needed to synthesize the given product. (1) Given the product [Cl:1][C:2]1[C:7]([Cl:8])=[C:6]([C:9]2[S:13][C:12]([C:14]([NH:16][NH:17][C:40](=[O:41])[C:39]([OH:38])([CH3:44])[CH3:43])=[O:15])=[N:11][C:10]=2[CH2:18][N:19]2[CH2:24][CH2:23][CH2:22][C:21]([F:25])([F:26])[CH2:20]2)[CH:5]=[CH:4][C:3]=1[S:27]([NH:30][C@@H:31]([CH2:36][CH3:37])[C:32]([F:34])([F:33])[F:35])(=[O:28])=[O:29], predict the reactants needed to synthesize it. The reactants are: [Cl:1][C:2]1[C:7]([Cl:8])=[C:6]([C:9]2[S:13][C:12]([C:14]([NH:16][NH2:17])=[O:15])=[N:11][C:10]=2[CH2:18][N:19]2[CH2:24][CH2:23][CH2:22][C:21]([F:26])([F:25])[CH2:20]2)[CH:5]=[CH:4][C:3]=1[S:27]([NH:30][C@@H:31]([CH2:36][CH3:37])[C:32]([F:35])([F:34])[F:33])(=[O:29])=[O:28].[OH:38][C:39]([CH3:44])([CH3:43])[C:40](O)=[O:41].CN(C(ON1N=NC2C=CC=NC1=2)=[N+](C)C)C.F[P-](F)(F)(F)(F)F.O. (2) Given the product [CH3:1][O:2][C:3](=[O:17])[C:4]1[CH:9]=[C:8]([CH2:10][O:26][C:20]2[CH:21]=[CH:22][C:23]([Cl:25])=[CH:24][C:19]=2[Cl:18])[CH:7]=[CH:6][C:5]=1[NH:12][C:13](=[O:16])[CH2:14][CH3:15], predict the reactants needed to synthesize it. The reactants are: [CH3:1][O:2][C:3](=[O:17])[C:4]1[CH:9]=[C:8]([CH2:10]Br)[CH:7]=[CH:6][C:5]=1[NH:12][C:13](=[O:16])[CH2:14][CH3:15].[Cl:18][C:19]1[CH:24]=[C:23]([Cl:25])[CH:22]=[CH:21][C:20]=1[OH:26].C(=O)([O-])[O-].[K+].[K+].Cl. (3) Given the product [O:11]=[C:9]1[NH:10][C:5]2[C:6](=[N:7][C:2]([B:12]([OH:16])[OH:13])=[CH:3][CH:4]=2)[CH2:8]1, predict the reactants needed to synthesize it. The reactants are: Br[C:2]1[N:7]=[C:6]2[CH2:8][C:9](=[O:11])[NH:10][C:5]2=[CH:4][CH:3]=1.[B:12]1(B2OC(C)(C)C(C)(C)O2)[O:16]C(C)(C)C(C)(C)[O:13]1.C(O[K])(C)=O. (4) Given the product [Cl:1][C:2]1[CH:9]=[C:8]([N:10]([CH2:11][C:12]2[CH:22]=[CH:21][C:15]3[O:16][C:17]([F:19])([F:20])[O:18][C:14]=3[CH:13]=2)[C:23](=[O:26])[CH2:24][CH3:25])[CH:7]=[C:4]([C:5]#[N:6])[CH:3]=1, predict the reactants needed to synthesize it. The reactants are: [Cl:1][C:2]1[CH:3]=[C:4]([CH:7]=[C:8]([NH:10][CH2:11][C:12]2[CH:22]=[CH:21][C:15]3[O:16][C:17]([F:20])([F:19])[O:18][C:14]=3[CH:13]=2)[CH:9]=1)[C:5]#[N:6].[C:23](Cl)(=[O:26])[CH2:24][CH3:25]. (5) Given the product [CH2:7]([C:9]([C:28]1[CH:33]=[CH:32][C:31]([O:34][S:38]([C:37]([F:50])([F:49])[F:36])(=[O:40])=[O:39])=[C:30]([CH3:35])[CH:29]=1)([C:12]1[CH:17]=[CH:16][C:15](/[CH:18]=[CH:19]/[C:20]2([OH:26])[CH2:25][CH2:24][CH2:23][CH2:22][CH2:21]2)=[C:14]([CH3:27])[CH:13]=1)[CH2:10][CH3:11])[CH3:8], predict the reactants needed to synthesize it. The reactants are: N1C=CC=CC=1.[CH2:7]([C:9]([C:28]1[CH:33]=[CH:32][C:31]([OH:34])=[C:30]([CH3:35])[CH:29]=1)([C:12]1[CH:17]=[CH:16][C:15](/[CH:18]=[CH:19]/[C:20]2([OH:26])[CH2:25][CH2:24][CH2:23][CH2:22][CH2:21]2)=[C:14]([CH3:27])[CH:13]=1)[CH2:10][CH3:11])[CH3:8].[F:36][C:37]([F:50])([F:49])[S:38](O[S:38]([C:37]([F:50])([F:49])[F:36])(=[O:40])=[O:39])(=[O:40])=[O:39].O. (6) Given the product [NH2:13][C:12]1[C:11]([C:14]#[N:15])=[C:9]([OH:10])[C:3]2[C:2](=[CH:7][C:6]([Br:8])=[CH:5][CH:4]=2)[N:1]=1, predict the reactants needed to synthesize it. The reactants are: [NH2:1][C:2]1[CH:7]=[C:6]([Br:8])[CH:5]=[CH:4][C:3]=1[C:9](=[C:11]([C:14]#[N:15])[C:12]#[N:13])[OH:10]. (7) Given the product [Cl:17][C:18]1[N:23]=[C:1]([N:3]2[CH:7]=[C:6]([CH:8]=[O:9])[C:5]([CH3:10])=[N:4]2)[CH:2]=[CH:20][N:19]=1, predict the reactants needed to synthesize it. The reactants are: [CH2:1]([N:3]1[CH:7]=[C:6]([CH:8]=[O:9])[C:5]([CH3:10])=[N:4]1)[CH3:2].C(=O)([O-])[O-].[K+].[K+].[Cl:17][C:18]1[N:23]=C(Cl)C=[CH:20][N:19]=1. (8) Given the product [CH3:37][C:33]1([CH3:38])[CH2:32][NH:31][CH2:36][CH2:35][N:34]1[C:13]([C:10]1[N:11]=[CH:12][N:8]([C:4]2[CH:5]=[CH:6][CH:7]=[C:2]([F:1])[CH:3]=2)[N:9]=1)=[O:15], predict the reactants needed to synthesize it. The reactants are: [F:1][C:2]1[CH:3]=[C:4]([N:8]2[CH:12]=[N:11][C:10]([C:13]([OH:15])=O)=[N:9]2)[CH:5]=[CH:6][CH:7]=1.ClC(N(C)C)C(C)C.C(OC([N:31]1[CH2:36][CH2:35][NH:34][C:33]([CH3:38])([CH3:37])[CH2:32]1)=O)(C)(C)C. (9) The reactants are: COC1C(OC)=CC2N(C)C(=O)CN=C(C3C=CC=C(C#CCCCC)C=3)C=2C=1.[C:30]([Si:34]([O:47][C:48]1[CH:53]=[C:52]([N+:54]([O-])=O)[CH:51]=[CH:50][C:49]=1[O:57][CH3:58])([C:41]1[CH:46]=[CH:45][CH:44]=[CH:43][CH:42]=1)[C:35]1[CH:40]=[CH:39][CH:38]=[CH:37][CH:36]=1)([CH3:33])([CH3:32])[CH3:31]. Given the product [Si:34]([O:47][C:48]1[CH:53]=[C:52]([CH:51]=[CH:50][C:49]=1[O:57][CH3:58])[NH2:54])([C:30]([CH3:33])([CH3:32])[CH3:31])([C:41]1[CH:42]=[CH:43][CH:44]=[CH:45][CH:46]=1)[C:35]1[CH:40]=[CH:39][CH:38]=[CH:37][CH:36]=1, predict the reactants needed to synthesize it.